This data is from Full USPTO retrosynthesis dataset with 1.9M reactions from patents (1976-2016). The task is: Predict the reactants needed to synthesize the given product. (1) The reactants are: [OH:1][NH:2][C:3]([C:5]1[CH:10]=[CH:9][C:8]([C:11]([F:14])([F:13])[F:12])=[CH:7][N:6]=1)=[NH:4].[CH3:15][O:16][C:17]1[CH:25]=[C:21]([C:22](O)=O)[C:20]([OH:26])=[CH:19][CH:18]=1. Given the product [CH3:15][O:16][C:17]1[CH:18]=[CH:19][C:20]([OH:26])=[C:21]([C:22]2[O:1][N:2]=[C:3]([C:5]3[CH:10]=[CH:9][C:8]([C:11]([F:12])([F:13])[F:14])=[CH:7][N:6]=3)[N:4]=2)[CH:25]=1, predict the reactants needed to synthesize it. (2) Given the product [CH3:14][N:2]([CH3:1])[C:3]([N:5]1[CH2:6][CH2:7][CH:8]([C:11]([NH:25][C:26]2[S:27][C:28]([N:36]3[CH2:37][CH2:38][O:39][CH2:40][CH2:41]3)=[C:29]([C:31]3[O:32][CH:33]=[CH:34][CH:35]=3)[N:30]=2)=[O:13])[CH2:9][CH2:10]1)=[O:4], predict the reactants needed to synthesize it. The reactants are: [CH3:1][N:2]([CH3:14])[C:3]([N:5]1[CH2:10][CH2:9][CH:8]([C:11]([OH:13])=O)[CH2:7][CH2:6]1)=[O:4].S(Cl)(Cl)=O.N1C=CC=CC=1.[NH2:25][C:26]1[S:27][C:28]([N:36]2[CH2:41][CH2:40][O:39][CH2:38][CH2:37]2)=[C:29]([C:31]2[O:32][CH:33]=[CH:34][CH:35]=2)[N:30]=1. (3) Given the product [NH:23]1[C:31]2[C:26](=[CH:27][CH:28]=[CH:29][CH:30]=2)[C:25](/[CH:32]=[C:7]2\[O:8][C:4]3[C:3]([CH2:12][N:13]4[CH2:18][CH2:17][N:16]([S:19]([CH3:22])(=[O:21])=[O:20])[CH2:15][CH2:14]4)=[C:2]([OH:1])[CH:11]=[CH:10][C:5]=3[C:6]\2=[O:9])=[N:24]1, predict the reactants needed to synthesize it. The reactants are: [OH:1][C:2]1[CH:11]=[CH:10][C:5]2[C:6](=[O:9])[CH2:7][O:8][C:4]=2[C:3]=1[CH2:12][N:13]1[CH2:18][CH2:17][N:16]([S:19]([CH3:22])(=[O:21])=[O:20])[CH2:15][CH2:14]1.[NH:23]1[C:31]2[C:26](=[CH:27][CH:28]=[CH:29][CH:30]=2)[C:25]([CH:32]=O)=[N:24]1.N1CCCCC1. (4) Given the product [C:22]([NH:7][C@@H:8]([C:14]([OH:16])=[O:15])[CH2:9][CH2:10][C:11]([OH:13])=[O:12])(=[O:38])[CH2:23][CH2:24][CH2:25][CH2:26][CH2:27][CH2:28][CH2:29][CH2:30][CH2:31][CH2:32][CH2:33][CH2:34][CH2:35][CH2:36][CH3:37], predict the reactants needed to synthesize it. The reactants are: N1C=CC=CC=1.[NH2:7][C@@H:8]([C:14]([OH:16])=[O:15])[CH2:9][CH2:10][C:11]([OH:13])=[O:12].C[Si](Cl)(C)C.[C:22](Cl)(=[O:38])[CH2:23][CH2:24][CH2:25][CH2:26][CH2:27][CH2:28][CH2:29][CH2:30][CH2:31][CH2:32][CH2:33][CH2:34][CH2:35][CH2:36][CH3:37]. (5) Given the product [OH:35][CH2:34][C:33]([NH:32][C:16]1[N:17]=[C:18]([C:19]2[CH:24]=[CH:23][C:22]([F:25])=[CH:21][C:20]=2[CH3:26])[C:13]2[CH:12]=[CH:11][C:10](=[O:31])[N:9]([C:3]3[C:2]([F:1])=[CH:7][CH:6]=[CH:5][C:4]=3[F:8])[C:14]=2[N:15]=1)([CH3:38])[CH2:36][OH:37], predict the reactants needed to synthesize it. The reactants are: [F:1][C:2]1[CH:7]=[CH:6][CH:5]=[C:4]([F:8])[C:3]=1[N:9]1[C:14]2[N:15]=[C:16](S(C)(=O)=O)[N:17]=[C:18]([C:19]3[CH:24]=[CH:23][C:22]([F:25])=[CH:21][C:20]=3[CH3:26])[C:13]=2[CH:12]=[CH:11][C:10]1=[O:31].[NH2:32][C:33]([CH3:38])([CH2:36][OH:37])[CH2:34][OH:35]. (6) Given the product [C:47]([C:10]1[CH:9]=[C:8]2[C:3]([C:4]([C:17]3[CH:22]=[CH:21][CH:20]=[C:19]([O:23][CH3:24])[CH:18]=3)=[N:5][C:6]([S:15][CH3:16])=[N:7]2)=[C:2]([NH2:1])[C:11]=1[C:12]([NH2:26])=[O:13])([CH3:50])([CH3:49])[CH3:48], predict the reactants needed to synthesize it. The reactants are: [NH2:1][C:2]1[C:11]([C:12](O)=[O:13])=[CH:10][CH:9]=[C:8]2[C:3]=1[C:4]([C:17]1[CH:22]=[CH:21][CH:20]=[C:19]([O:23][CH3:24])[CH:18]=1)=[N:5][C:6]([S:15][CH3:16])=[N:7]2.C[N:26](C(ON1N=NC2C=CC=CC1=2)=[N+](C)C)C.[B-](F)(F)(F)F.[C:47](N)([CH3:50])([CH3:49])[CH3:48].C([O-])(O)=O.[Na+].O.Cl. (7) Given the product [Br:1][C:2]1[CH:11]=[CH:10][C:5]([O:6][CH2:7][CH2:8][NH:9][C:19](=[O:21])[CH3:20])=[CH:4][CH:3]=1, predict the reactants needed to synthesize it. The reactants are: [Br:1][C:2]1[CH:11]=[CH:10][C:5]([O:6][CH2:7][CH2:8][NH2:9])=[CH:4][CH:3]=1.C(N(CC)CC)C.[C:19](OC(=O)C)(=[O:21])[CH3:20].